This data is from Forward reaction prediction with 1.9M reactions from USPTO patents (1976-2016). The task is: Predict the product of the given reaction. Given the reactants [Br:1][C:2]1[CH:16]=[CH:15][C:5]([N:6]([CH2:8][CH2:9][CH2:10][CH2:11][C:12]([OH:14])=[O:13])[CH3:7])=[C:4]([CH:17]=[O:18])[CH:3]=1.[C:19](=O)([O-])[O-].[K+].[K+].CI.CN(C=O)C.C(OCC)(=O)C, predict the reaction product. The product is: [CH3:19][O:13][C:12](=[O:14])[CH2:11][CH2:10][CH2:9][CH2:8][N:6]([CH3:7])[C:5]1[CH:15]=[CH:16][C:2]([Br:1])=[CH:3][C:4]=1[CH:17]=[O:18].